This data is from HIV replication inhibition screening data with 41,000+ compounds from the AIDS Antiviral Screen. The task is: Binary Classification. Given a drug SMILES string, predict its activity (active/inactive) in a high-throughput screening assay against a specified biological target. (1) The compound is S=C(NCCCCCCNC(=S)Nc1c2ccccc2nc2ccccc12)Nc1c2ccccc2nc2ccccc12. The result is 0 (inactive). (2) The molecule is Oc1cc(O)cc(-c2c(O)cc(O)cc2O)c1. The result is 0 (inactive).